Task: Predict the product of the given reaction.. Dataset: Forward reaction prediction with 1.9M reactions from USPTO patents (1976-2016) (1) Given the reactants [CH2:1]([O:8][C:9](=[O:16])[NH:10][C:11]1([C:14]#[N:15])[CH2:13][CH2:12]1)[C:2]1[CH:7]=[CH:6][CH:5]=[CH:4][CH:3]=1.Cl.[NH2:18][OH:19].C([O-])([O-])=O.[K+].[K+], predict the reaction product. The product is: [CH2:1]([O:8][C:9](=[O:16])[NH:10][C:11]1([C:14](=[NH:15])[NH:18][OH:19])[CH2:13][CH2:12]1)[C:2]1[CH:3]=[CH:4][CH:5]=[CH:6][CH:7]=1. (2) Given the reactants [CH3:1][N:2]([CH3:38])[CH:3]1[CH2:8][CH2:7][N:6]([CH2:9][C:10]2[S:18][C:17]3[C:16]([N:19]4[CH2:24][CH2:23][O:22][CH2:21][CH2:20]4)=[N:15][C:14]([Sn](CCCC)(CCCC)CCCC)=[N:13][C:12]=3[CH:11]=2)[CH2:5][CH2:4]1.Br[C:40]1[N:45]2[CH:46]=[CH:47][N:48]=[C:44]2[CH:43]=[CH:42][CH:41]=1, predict the reaction product. The product is: [N:48]1[CH:47]=[CH:46][N:45]2[C:40]([C:14]3[N:15]=[C:16]([N:19]4[CH2:24][CH2:23][O:22][CH2:21][CH2:20]4)[C:17]4[S:18][C:10]([CH2:9][N:6]5[CH2:5][CH2:4][CH:3]([N:2]([CH3:38])[CH3:1])[CH2:8][CH2:7]5)=[CH:11][C:12]=4[N:13]=3)=[CH:41][CH:42]=[CH:43][C:44]=12. (3) Given the reactants [Si]([O:8][CH2:9][C:10]#[C:11][C:12]1([O:25][C:26]([O:28][CH3:29])=[O:27])[CH2:17][CH2:16][N:15]([C:18]([O:20][C:21]([CH3:24])([CH3:23])[CH3:22])=[O:19])[CH2:14][CH2:13]1)(C(C)(C)C)(C)C.CCCC[N+](CCCC)(CCCC)CCCC.[F-], predict the reaction product. The product is: [OH:8][CH2:9][C:10]#[C:11][C:12]1([O:25][C:26]([O:28][CH3:29])=[O:27])[CH2:13][CH2:14][N:15]([C:18]([O:20][C:21]([CH3:24])([CH3:22])[CH3:23])=[O:19])[CH2:16][CH2:17]1. (4) Given the reactants [N:1]1[CH:6]=[CH:5][C:4]([S:7][C:8]2[CH:17]=[C:16]3[C:11]([C:12](=O)[NH:13][CH:14]=[N:15]3)=[CH:10][CH:9]=2)=[CH:3][CH:2]=1.S(Cl)([Cl:21])=O.CN(C=O)C.[OH:28][C:29]1[CH:30]=[C:31]([CH:33]=[CH:34][C:35]=1[CH3:36])[NH2:32], predict the reaction product. The product is: [ClH:21].[OH:28][C:29]1[CH:30]=[C:31]([CH:33]=[CH:34][C:35]=1[CH3:36])[NH:32][C:12]1[C:11]2[C:16](=[CH:17][C:8]([S:7][C:4]3[CH:5]=[CH:6][N:1]=[CH:2][CH:3]=3)=[CH:9][CH:10]=2)[N:15]=[CH:14][N:13]=1. (5) Given the reactants [NH2:1][CH2:2][C:3]1[CH:4]=[C:5]([C:9]2[N:14]=[C:13]([NH2:15])[N:12]=[C:11]([NH:16][CH3:17])[CH:10]=2)[CH:6]=[CH:7][CH:8]=1.C(N(CC)CC)C.[C:25](Cl)(=[O:28])[CH:26]=[CH2:27], predict the reaction product. The product is: [NH2:15][C:13]1[N:14]=[C:9]([C:5]2[CH:4]=[C:3]([CH2:2][NH:1][C:25](=[O:28])[CH:26]=[CH2:27])[CH:8]=[CH:7][CH:6]=2)[CH:10]=[C:11]([NH:16][CH3:17])[N:12]=1. (6) Given the reactants P(Cl)(Cl)([Cl:3])=O.[CH3:6][C:7]1[C:15]2[C:14](=O)[NH:13][C:12]([C:17]([O:19][CH2:20][CH3:21])=[O:18])=[N:11][C:10]=2[S:9][CH:8]=1.O=C1NC(C(OCC)=O)=NC2SC=CC1=2, predict the reaction product. The product is: [Cl:3][C:14]1[C:15]2[C:7]([CH3:6])=[CH:8][S:9][C:10]=2[N:11]=[C:12]([C:17]([O:19][CH2:20][CH3:21])=[O:18])[N:13]=1. (7) Given the reactants Br[C:2]1[CH:3]=[C:4]([NH:8][CH2:9][C:10]2[CH:15]=[CH:14][C:13]([O:16][CH3:17])=[C:12]([O:18][CH:19]3[CH2:23][CH2:22][CH2:21][CH2:20]3)[CH:11]=2)[CH:5]=[N:6][CH:7]=1.[N:24]1[CH:29]=[CH:28][CH:27]=[C:26](B(O)O)[CH:25]=1.C(#N)C.C(=O)([O-])[O-].[Na+].[Na+], predict the reaction product. The product is: [CH:19]1([O:18][C:12]2[CH:11]=[C:10]([CH:15]=[CH:14][C:13]=2[O:16][CH3:17])[CH2:9][NH:8][C:4]2[CH:3]=[C:2]([C:26]3[CH:25]=[N:24][CH:29]=[CH:28][CH:27]=3)[CH:7]=[N:6][CH:5]=2)[CH2:23][CH2:22][CH2:21][CH2:20]1. (8) Given the reactants [ClH:1].[OH-].[Na+:3].[C:4]1([OH:10])[CH:9]=[CH:8][CH:7]=[CH:6][CH:5]=1.O.[C:12]([OH:24])(=[O:23])[CH2:13][C:14]([CH2:19][C:20]([OH:22])=[O:21])([C:16]([OH:18])=[O:17])[OH:15], predict the reaction product. The product is: [C:4]1([OH:10])[CH:9]=[CH:8][CH:7]=[CH:6][CH:5]=1.[CH:13]1[C:12]([OH:24])=[CH:4][CH:20]=[CH:19][C:14]=1[CH3:16].[Na+:3].[Cl-:1].[OH2:15].[C:12]([OH:24])(=[O:23])[CH2:13][C:14]([CH2:19][C:20]([OH:22])=[O:21])([C:16]([OH:18])=[O:17])[OH:15]. (9) Given the reactants [CH3:1][C:2]1[CH:10]=[C:9]2[C:5]([CH:6]=[CH:7][NH:8]2)=[CH:4][CH:3]=1.C([BH3-])#N.[Na+].C(=O)([O-])O.[Na+], predict the reaction product. The product is: [CH3:1][C:2]1[CH:10]=[C:9]2[C:5]([CH2:6][CH2:7][NH:8]2)=[CH:4][CH:3]=1.